Dataset: Full USPTO retrosynthesis dataset with 1.9M reactions from patents (1976-2016). Task: Predict the reactants needed to synthesize the given product. Given the product [BrH:13].[Br:13][CH2:9][C:8]([C:7]1[C:2]([CH3:1])=[N:3][C:4]([CH3:12])=[CH:5][C:6]=1[CH3:11])=[O:10], predict the reactants needed to synthesize it. The reactants are: [CH3:1][C:2]1[C:7]([C:8](=[O:10])[CH3:9])=[C:6]([CH3:11])[CH:5]=[C:4]([CH3:12])[N:3]=1.[Br:13]Br.